Dataset: NCI-60 drug combinations with 297,098 pairs across 59 cell lines. Task: Regression. Given two drug SMILES strings and cell line genomic features, predict the synergy score measuring deviation from expected non-interaction effect. (1) Drug 1: CC1=C(C=C(C=C1)NC2=NC=CC(=N2)N(C)C3=CC4=NN(C(=C4C=C3)C)C)S(=O)(=O)N.Cl. Drug 2: C1=CC=C(C(=C1)C(C2=CC=C(C=C2)Cl)C(Cl)Cl)Cl. Cell line: COLO 205. Synergy scores: CSS=-1.82, Synergy_ZIP=4.33, Synergy_Bliss=3.98, Synergy_Loewe=-4.35, Synergy_HSA=-3.73. (2) Drug 1: CC12CCC(CC1=CCC3C2CCC4(C3CC=C4C5=CN=CC=C5)C)O. Drug 2: CS(=O)(=O)C1=CC(=C(C=C1)C(=O)NC2=CC(=C(C=C2)Cl)C3=CC=CC=N3)Cl. Cell line: COLO 205. Synergy scores: CSS=-1.95, Synergy_ZIP=3.62, Synergy_Bliss=6.60, Synergy_Loewe=-2.45, Synergy_HSA=-1.42. (3) Drug 1: CCN(CC)CCNC(=O)C1=C(NC(=C1C)C=C2C3=C(C=CC(=C3)F)NC2=O)C. Drug 2: COC1=C2C(=CC3=C1OC=C3)C=CC(=O)O2. Cell line: UACC-257. Synergy scores: CSS=-3.15, Synergy_ZIP=0.408, Synergy_Bliss=-3.09, Synergy_Loewe=-2.93, Synergy_HSA=-4.68. (4) Drug 1: CN1C2=C(C=C(C=C2)N(CCCl)CCCl)N=C1CCCC(=O)O.Cl. Drug 2: CC(C)(C#N)C1=CC(=CC(=C1)CN2C=NC=N2)C(C)(C)C#N. Cell line: OVCAR-8. Synergy scores: CSS=-0.556, Synergy_ZIP=-0.390, Synergy_Bliss=-2.22, Synergy_Loewe=-1.02, Synergy_HSA=-3.05. (5) Drug 1: CN(C)C1=NC(=NC(=N1)N(C)C)N(C)C. Drug 2: C1=NNC2=C1C(=O)NC=N2. Cell line: RXF 393. Synergy scores: CSS=2.48, Synergy_ZIP=0.270, Synergy_Bliss=0.530, Synergy_Loewe=-2.71, Synergy_HSA=-2.64.